This data is from HIV replication inhibition screening data with 41,000+ compounds from the AIDS Antiviral Screen. The task is: Binary Classification. Given a drug SMILES string, predict its activity (active/inactive) in a high-throughput screening assay against a specified biological target. The drug is COc1ccc(CCn2cnc3ccccc32)cc1.Cl. The result is 0 (inactive).